Dataset: Reaction yield outcomes from USPTO patents with 853,638 reactions. Task: Predict the reaction yield, written as a fraction of the theoretical maximum amount of product (1.0 means a 100% yield; for example, 0.34 means a 34% yield). (1) The reactants are Cl[C:2]1[CH:7]=[CH:6][C:5](Cl)=[CH:4][C:3]=1[S:9]([NH:12][CH2:13][C:14]1[CH:15]=[C:16]([C:20]2[CH:21]=[C:22]3[C:26](=[C:27]([C:29]([NH2:31])=[O:30])[CH:28]=2)[NH:25][CH:24]=[C:23]3[CH:32]2[CH2:37][CH2:36][N:35]([S:38]([CH2:41][CH3:42])(=[O:40])=[O:39])[CH2:34][CH2:33]2)[CH:17]=[CH:18][CH:19]=1)(=[O:11])=[O:10].ClC1C=CC(Cl)=CC=1S(Cl)(=O)=O. No catalyst specified. The product is [CH2:41]([S:38]([N:35]1[CH2:34][CH2:33][CH:32]([C:23]2[C:22]3[C:26](=[C:27]([C:29]([NH2:31])=[O:30])[CH:28]=[C:20]([C:16]4[CH:17]=[CH:18][CH:19]=[C:14]([CH2:13][NH:12][S:9]([C:3]5[CH:2]=[CH:7][CH:6]=[CH:5][CH:4]=5)(=[O:11])=[O:10])[CH:15]=4)[CH:21]=3)[NH:25][CH:24]=2)[CH2:37][CH2:36]1)(=[O:39])=[O:40])[CH3:42]. The yield is 0.240. (2) The reactants are OC(C(F)(F)F)=O.[OH:8][C@H:9]1[C@H:14]([N:15]2[CH2:19][CH2:18][CH2:17][C:16]2=[O:20])[CH2:13][CH2:12][NH:11][CH2:10]1.CCN(C(C)C)C(C)C.[Cl:30][C:31]1[N:35]2[CH:36]=[C:37]([C:44]3[CH:48]=[CH:47][O:46][CH:45]=3)[CH:38]=[C:39]([C:40]([F:43])([F:42])[F:41])[C:34]2=[N:33][C:32]=1[C:49](O)=[O:50].CN(C(ON1N=NC2C=CC=NC1=2)=[N+](C)C)C.F[P-](F)(F)(F)(F)F. The catalyst is CN(C=O)C.CCOC(C)=O. The product is [Cl:30][C:31]1[N:35]2[CH:36]=[C:37]([C:44]3[CH:48]=[CH:47][O:46][CH:45]=3)[CH:38]=[C:39]([C:40]([F:42])([F:41])[F:43])[C:34]2=[N:33][C:32]=1[C:49]([N:11]1[CH2:12][CH2:13][C@@H:14]([N:15]2[CH2:19][CH2:18][CH2:17][C:16]2=[O:20])[C@H:9]([OH:8])[CH2:10]1)=[O:50]. The yield is 0.390. (3) The catalyst is [Pd].C(O)C. The product is [NH2:21][C:3]1[C:2]([NH2:1])=[CH:7][CH:6]=[CH:5][C:4]=1[N:8]([CH3:20])[CH2:9][CH2:10][N:11]([CH3:19])[C:12](=[O:18])[O:13][C:14]([CH3:15])([CH3:16])[CH3:17]. The reactants are [NH2:1][C:2]1[C:3]([N+:21]([O-])=O)=[C:4]([N:8]([CH3:20])[CH2:9][CH2:10][N:11]([CH3:19])[C:12](=[O:18])[O:13][C:14]([CH3:17])([CH3:16])[CH3:15])[CH:5]=[CH:6][CH:7]=1. The yield is 0.940.